This data is from Peptide-MHC class I binding affinity with 185,985 pairs from IEDB/IMGT. The task is: Regression. Given a peptide amino acid sequence and an MHC pseudo amino acid sequence, predict their binding affinity value. This is MHC class I binding data. (1) The peptide sequence is RLPAYAPLL. The MHC is HLA-B27:20 with pseudo-sequence HLA-B27:20. The binding affinity (normalized) is 0.898. (2) The peptide sequence is TIKRRIRQL. The binding affinity (normalized) is 0.0847. The MHC is HLA-A02:06 with pseudo-sequence HLA-A02:06.